This data is from Full USPTO retrosynthesis dataset with 1.9M reactions from patents (1976-2016). The task is: Predict the reactants needed to synthesize the given product. (1) Given the product [F:1][C:2]1[CH:3]=[C:4]([N:9]2[C:10]3[N:11]=[CH:12][C:13]([F:31])=[CH:14][C:15]=3[C:16](=[O:17])[N:18]([C@@H:19]3[CH2:23][CH2:22][N:21]([C:24]([O:26][C:27]([CH3:28])([CH3:30])[CH3:29])=[O:25])[CH2:20]3)[C:32]2=[O:33])[CH:5]=[CH:6][C:7]=1[F:8], predict the reactants needed to synthesize it. The reactants are: [F:1][C:2]1[CH:3]=[C:4]([NH:9][C:10]2[C:15]([C:16]([NH:18][C@@H:19]3[CH2:23][CH2:22][N:21]([C:24]([O:26][C:27]([CH3:30])([CH3:29])[CH3:28])=[O:25])[CH2:20]3)=[O:17])=[CH:14][C:13]([F:31])=[CH:12][N:11]=2)[CH:5]=[CH:6][C:7]=1[F:8].[C:32](N1C=CN=C1)(N1C=CN=C1)=[O:33].[H-].[Na+].O. (2) Given the product [C:1]([O:5][C:6](=[O:7])[NH:8][C@H:9]([CH2:10][OH:11])[CH2:13][C:14]1[CH:19]=[C:18]([F:20])[CH:17]=[C:16]([F:21])[CH:15]=1)([CH3:2])([CH3:4])[CH3:3], predict the reactants needed to synthesize it. The reactants are: [C:1]([O:5][C:6]([NH:8][C@@H:9]([CH2:13][C:14]1[CH:19]=[C:18]([F:20])[CH:17]=[C:16]([F:21])[CH:15]=1)[C:10](O)=[O:11])=[O:7])([CH3:4])([CH3:3])[CH3:2].CN1CCOCC1.ClC(OCC(C)C)=O.[BH4-].[Na+]. (3) Given the product [Cl:23][C:21]1[CH:20]=[CH:19][C:17]2[N:18]=[C:14]([CH:12]([NH2:11])[CH3:13])[NH:15][C:16]=2[CH:22]=1, predict the reactants needed to synthesize it. The reactants are: C(OC([NH:11][CH:12]([C:14]1[NH:18][C:17]2[CH:19]=[CH:20][C:21]([Cl:23])=[CH:22][C:16]=2[N:15]=1)[CH3:13])=O)C1C=CC=CC=1.[H][H]. (4) The reactants are: Br[C:2]1[CH2:3][CH2:4][C:5]2[C:10]([CH:11]=1)=[CH:9][CH:8]=[CH:7][CH:6]=2.C([Li])(C)(C)C.C([O:20][B:21](OC(C)C)[O:22]C(C)C)(C)C.Cl. Given the product [CH:11]1[C:10]2[C:5](=[CH:6][CH:7]=[CH:8][CH:9]=2)[CH2:4][CH2:3][C:2]=1[B:21]([OH:22])[OH:20], predict the reactants needed to synthesize it. (5) Given the product [C:1]([O:5][C:6](=[O:32])[N:7]([CH:8]([C:10]1[N:11]([CH:26]2[CH2:31][CH2:30][CH2:29][CH2:28][O:27]2)[C:12]2[C:17]([N:18]=1)=[C:16]([N:19]1[CH2:20][CH2:21][O:22][CH2:23][CH2:24]1)[N:15]=[C:14]([Cl:25])[N:13]=2)[CH3:9])[CH3:37])([CH3:2])([CH3:3])[CH3:4], predict the reactants needed to synthesize it. The reactants are: [C:1]([O:5][C:6](=[O:32])[NH:7][CH:8]([C:10]1[N:11]([CH:26]2[CH2:31][CH2:30][CH2:29][CH2:28][O:27]2)[C:12]2[C:17]([N:18]=1)=[C:16]([N:19]1[CH2:24][CH2:23][O:22][CH2:21][CH2:20]1)[N:15]=[C:14]([Cl:25])[N:13]=2)[CH3:9])([CH3:4])([CH3:3])[CH3:2].[H-].[Na+].IC.[C:37](=O)([O-])N.Cl.C(=O)(O)[O-].[Na+]. (6) Given the product [C:4]([NH:15][CH2:14][C:18]1[CH:19]=[C:20]2[C:25](=[CH:26][CH:27]=1)[CH2:24][CH:23]([NH2:28])[CH2:22][CH2:21]2)([CH3:9])([CH3:5])[CH3:3], predict the reactants needed to synthesize it. The reactants are: BrC1[CH:3]=[C:4]2[C:9](=CC=1)CC(=O)C[CH2:5]2.[BH3-][C:14]#[N:15].[Na+].Br[C:18]1[CH:19]=[C:20]2[C:25](=[CH:26][CH:27]=1)[CH2:24][CH:23]([NH2:28])[CH2:22][CH2:21]2. (7) Given the product [Cl:16][CH2:17][CH2:18][CH2:19][C:20]([NH:1][C@@H:2]1[CH2:6][CH2:5][N:4]([C:7]2[CH:14]=[C:13]([Cl:15])[CH:12]=[CH:11][C:8]=2[CH:9]=[O:10])[CH2:3]1)=[O:21], predict the reactants needed to synthesize it. The reactants are: [NH2:1][C@@H:2]1[CH2:6][CH2:5][N:4]([C:7]2[CH:14]=[C:13]([Cl:15])[CH:12]=[CH:11][C:8]=2[CH:9]=[O:10])[CH2:3]1.[Cl:16][CH2:17][CH2:18][CH2:19][C:20](Cl)=[O:21].C(Cl)Cl.C(N(CC)CC)C.